This data is from Catalyst prediction with 721,799 reactions and 888 catalyst types from USPTO. The task is: Predict which catalyst facilitates the given reaction. (1) Reactant: Br.[NH2:2][CH2:3][C:4]1[CH:5]=[CH:6][C:7]([I:14])=[C:8]([CH:13]=1)[C:9]([O:11]C)=[O:10].[C:15](O[C:15]([O:17][C:18]([CH3:21])([CH3:20])[CH3:19])=[O:16])([O:17][C:18]([CH3:21])([CH3:20])[CH3:19])=[O:16]. Product: [C:18]([O:17][C:15]([NH:2][CH2:3][C:4]1[CH:5]=[CH:6][C:7]([I:14])=[C:8]([CH:13]=1)[C:9]([OH:11])=[O:10])=[O:16])([CH3:21])([CH3:20])[CH3:19]. The catalyst class is: 17. (2) Reactant: C[C:2]1[CH:7]=[CH:6][C:5]([N+:8]([O-:10])=[O:9])=[CH:4][C:3]=1[OH:11].Br[CH2:13][C:14]([O:16][CH3:17])=[O:15].[C:18](=O)([O-])[O-].[K+].[K+]. Product: [CH3:18][C:4]1[C:5]([N+:8]([O-:10])=[O:9])=[CH:6][CH:7]=[CH:2][C:3]=1[O:11][CH2:13][C:14]([O:16][CH3:17])=[O:15]. The catalyst class is: 10. (3) Reactant: [F:1][C:2]1[C:9]([CH2:10]O)=[C:8]([F:12])[CH:7]=[CH:6][C:3]=1[C:4]#[N:5].[Cl:13]CCl. Product: [Cl:13][CH2:10][C:9]1[C:2]([F:1])=[C:3]([CH:6]=[CH:7][C:8]=1[F:12])[C:4]#[N:5]. The catalyst class is: 309. (4) Reactant: Br[C:2]1[CH:3]=[CH:4][C:5]2[O:10][C:9]([CH3:12])([CH3:11])[CH2:8][S:7](=[O:14])(=[O:13])[C:6]=2[CH:15]=1.[CH3:16][C:17]1([CH3:33])[C:21]([CH3:23])([CH3:22])[O:20][B:19]([B:19]2[O:20][C:21]([CH3:23])([CH3:22])[C:17]([CH3:33])([CH3:16])[O:18]2)[O:18]1.C([O-])(=O)C.[K+]. Product: [CH3:11][C:9]1([CH3:12])[CH2:8][S:7](=[O:14])(=[O:13])[C:6]2[CH:15]=[C:2]([B:19]3[O:20][C:21]([CH3:23])([CH3:22])[C:17]([CH3:33])([CH3:16])[O:18]3)[CH:3]=[CH:4][C:5]=2[O:10]1. The catalyst class is: 140. (5) The catalyst class is: 23. Reactant: [Cl:1][C:2]1[CH:7]=[CH:6][C:5]([CH2:8][CH:9]([NH:14][CH:15]=O)[C:10]([CH3:13])([CH3:12])[CH3:11])=[CH:4][C:3]=1[O:17][CH2:18][CH2:19][CH2:20][O:21][CH3:22].O=P(Cl)(Cl)Cl. Product: [C:10]([CH:9]1[CH2:8][C:5]2[C:6](=[CH:7][C:2]([Cl:1])=[C:3]([O:17][CH2:18][CH2:19][CH2:20][O:21][CH3:22])[CH:4]=2)[CH:15]=[N:14]1)([CH3:13])([CH3:12])[CH3:11].